Dataset: Reaction yield outcomes from USPTO patents with 853,638 reactions. Task: Predict the reaction yield, written as a fraction of the theoretical maximum amount of product (1.0 means a 100% yield; for example, 0.34 means a 34% yield). (1) The reactants are [Cl:1][C:2]1[CH:3]=[C:4]([C:8]2[C:16]([C:17]3[CH:22]=[CH:21][N:20]=[C:19]([NH:23][CH:24]4[CH2:28][CH2:27][CH2:26][CH2:25]4)[N:18]=3)=[C:15]3[N:10]([C:11](SC)=[N:12][CH:13]=[CH:14]3)[N:9]=2)[CH:5]=[CH:6][CH:7]=1.ClC1C=C(C=CC=1)C(OO)=O.[CH:42]1([NH2:47])[CH2:46][CH2:45][CH2:44][CH2:43]1. The catalyst is ClCCl.C(OCC)(=O)C. The product is [Cl:1][C:2]1[CH:3]=[C:4]([C:8]2[C:16]([C:17]3[CH:22]=[CH:21][N:20]=[C:19]([NH:23][CH:24]4[CH2:28][CH2:27][CH2:26][CH2:25]4)[N:18]=3)=[C:15]3[N:10]([C:11]([NH:47][CH:42]4[CH2:46][CH2:45][CH2:44][CH2:43]4)=[N:12][CH:13]=[CH:14]3)[N:9]=2)[CH:5]=[CH:6][CH:7]=1. The yield is 0.650. (2) The reactants are [NH2:1][C:2]1[C:7]([Cl:8])=[C:6]([O:9][CH3:10])[CH:5]=[CH:4][C:3]=1[C:11](=[O:13])[CH3:12].[CH:14]([C:17]1[N:18]=[C:19]([C:22](Cl)=[O:23])[S:20][CH:21]=1)([CH3:16])[CH3:15].C(C1C=CC(OC)=CC=1NC(C1SC=C(C(C)C)N=1)=O)(=O)C. No catalyst specified. The product is [C:11]([C:3]1[C:2]([NH:1][C:22]([C:19]2[S:20][CH:21]=[C:17]([CH:14]([CH3:16])[CH3:15])[N:18]=2)=[O:23])=[C:7]([Cl:8])[C:6]([O:9][CH3:10])=[CH:5][CH:4]=1)(=[O:13])[CH3:12]. The yield is 0.800. (3) The reactants are [NH:1]1[C:9]2[C:4](=[CH:5][CH:6]=[C:7]([C:10]([OH:12])=O)[CH:8]=2)[CH:3]=[CH:2]1.[NH:13]1[CH2:18][CH2:17][CH2:16][C@@H:15]2[C:19]3[CH:20]=[CH:21][CH:22]=[CH:23][C:24]=3[CH2:25][C@H:14]12.F[P-](F)(F)(F)(F)F.N1(OC(N(C)C)=[N+](C)C)C2N=CC=CC=2N=N1. No catalyst specified. The product is [N:13]1([C:10]([C:7]2[CH:8]=[C:9]3[C:4]([CH:3]=[CH:2][NH:1]3)=[CH:5][CH:6]=2)=[O:12])[CH2:18][CH2:17][CH2:16][C@@H:15]2[C:19]3[CH:20]=[CH:21][CH:22]=[CH:23][C:24]=3[CH2:25][C@H:14]12. The yield is 0.410. (4) The reactants are CC(O)=O.C([N:12]1[CH2:19][CH:18]2[CH:14]([CH2:15][N:16]([C:20]3[N:25]=[C:24]([CH3:26])[CH:23]=[C:22]([CH3:27])[N:21]=3)[CH2:17]2)[CH2:13]1)C1C=CC=CC=1. The catalyst is C(O)C.[Pd]. The product is [CH3:27][C:22]1[CH:23]=[C:24]([CH3:26])[N:25]=[C:20]([N:16]2[CH2:17][CH:18]3[CH:14]([CH2:13][NH:12][CH2:19]3)[CH2:15]2)[N:21]=1. The yield is 1.00. (5) The reactants are [OH-].[Na+].[CH3:3][CH:4]([OH:6])[CH3:5].Br[CH2:8][C:9]([O:11][C:12]([CH3:15])([CH3:14])[CH3:13])=[O:10]. The catalyst is C1C=CC=CC=1. The product is [CH:4]([O:6][CH2:8][C:9]([O:11][C:12]([CH3:15])([CH3:14])[CH3:13])=[O:10])([CH3:5])[CH3:3]. The yield is 0.130.